This data is from Full USPTO retrosynthesis dataset with 1.9M reactions from patents (1976-2016). The task is: Predict the reactants needed to synthesize the given product. (1) Given the product [CH:1]([O:4][C:5]([N:7]1[CH2:8][CH2:9][CH:10]([N:13]([CH:27]2[CH2:28][CH2:29]2)[C:14]([C:16]2[CH:21]=[N:20][C:19]([N:22]3[CH:26]=[CH:25][N:24]=[C:23]3[CH2:30][CH3:31])=[N:18][CH:17]=2)=[O:15])[CH2:11][CH2:12]1)=[O:6])([CH3:3])[CH3:2], predict the reactants needed to synthesize it. The reactants are: [CH:1]([O:4][C:5]([N:7]1[CH2:12][CH2:11][CH:10]([N:13]([CH:27]2[CH2:29][CH2:28]2)[C:14]([C:16]2[CH:17]=[N:18][C:19]([N:22]3[CH:26]=[CH:25][N:24]=[CH:23]3)=[N:20][CH:21]=2)=[O:15])[CH2:9][CH2:8]1)=[O:6])([CH3:3])[CH3:2].[CH:30]1(N(C2CCNCC2)C(C2C=NC(N3C=CN=C3CC)=NC=2)=O)C[CH2:31]1. (2) Given the product [NH2:1][C:2]1[C:7]([CH2:8][C:9]2[CH:14]=[CH:13][CH:12]=[CH:11][CH:10]=2)=[N:6][C:5]2[C:15]3[CH:20]=[CH:19][C:18]([O:21][CH3:22])=[CH:17][C:16]=3[CH:26]=[CH:25][C:4]=2[N:3]=1, predict the reactants needed to synthesize it. The reactants are: [NH2:1][C:2]1[C:7]([CH2:8][C:9]2[CH:14]=[CH:13][CH:12]=[CH:11][CH:10]=2)=[N:6][C:5]([C:15]2[CH:20]=[CH:19][C:18]([O:21][CH3:22])=[CH:17][C:16]=2C=C)=[C:4]([CH:25]=[CH2:26])[N:3]=1. (3) Given the product [Br:1][C:2]1[CH:7]=[CH:6][CH:5]=[CH:4][C:3]=1[N:8]1[C:21](=[O:22])[C:20]([C:26]2[CH:31]=[CH:30][CH:29]=[CH:28][N:27]=2)=[CH:19][C:18]([C:13]2[CH:14]=[CH:15][CH:16]=[CH:17][C:12]=2[O:11][CH3:10])=[N:9]1, predict the reactants needed to synthesize it. The reactants are: [Br:1][C:2]1[CH:7]=[CH:6][CH:5]=[CH:4][C:3]=1[NH:8][NH2:9].[CH3:10][O:11][C:12]1[CH:17]=[CH:16][CH:15]=[CH:14][C:13]=1[C:18](=O)[CH2:19][CH:20]([C:26]1[CH:31]=[CH:30][CH:29]=[CH:28][N:27]=1)[C:21](OCC)=[O:22]. (4) The reactants are: [NH:1]=[C:2]([NH:4][NH:5][C:6](=O)[C:7]1[CH:12]=[CH:11][C:10]([F:13])=[C:9]([F:14])[C:8]=1[NH:15][C:16]1[CH:21]=[CH:20][C:19]([CH2:22][CH3:23])=[CH:18][C:17]=1[F:24])[CH3:3]. Given the product [F:14][C:9]1[C:10]([F:13])=[CH:11][CH:12]=[C:7]([C:6]2[NH:1][C:2]([CH3:3])=[N:4][N:5]=2)[C:8]=1[NH:15][C:16]1[CH:21]=[CH:20][C:19]([CH2:22][CH3:23])=[CH:18][C:17]=1[F:24], predict the reactants needed to synthesize it. (5) Given the product [OH:8][C:9]([CH3:38])([CH3:37])[CH2:10][O:11][C:12]1[C:17]([NH:18][C:19]([C:21]2[C:25]3[C:26](=[O:30])[NH:27][CH2:28][CH2:29][C:24]=3[O:23][CH:22]=2)=[O:20])=[CH:16][CH:15]=[C:14]([N:31]2[CH2:36][CH2:35][O:34][CH2:33][CH2:32]2)[N:13]=1, predict the reactants needed to synthesize it. The reactants are: C([O:8][C:9]([CH3:38])([CH3:37])[CH2:10][O:11][C:12]1[C:17]([NH:18][C:19]([C:21]2[C:25]3[C:26](=[O:30])[NH:27][CH2:28][CH2:29][C:24]=3[O:23][CH:22]=2)=[O:20])=[CH:16][CH:15]=[C:14]([N:31]2[CH2:36][CH2:35][O:34][CH2:33][CH2:32]2)[N:13]=1)C1C=CC=CC=1.C(N1CCN(C2N=C(OCC)C(NC(C3C4C(=O)N(CCOCC5C=CC=CC=5)CCC=4OC=3)=O)=CC=2)CC1)(=O)C. (6) Given the product [CH3:1][O:2][C:3](=[O:28])[CH2:4][C:5]1[CH:6]=[C:7]([C:13]2[CH:18]=[CH:17][C:16]([C:19]([F:21])([F:20])[F:22])=[CH:15][C:14]=2[CH:23]([N:25]([C:29](=[O:31])[CH3:30])[CH2:26][CH3:27])[CH3:24])[C:8]([O:11][CH3:12])=[CH:9][CH:10]=1, predict the reactants needed to synthesize it. The reactants are: [CH3:1][O:2][C:3](=[O:28])[CH2:4][C:5]1[CH:6]=[C:7]([C:13]2[CH:18]=[CH:17][C:16]([C:19]([F:22])([F:21])[F:20])=[CH:15][C:14]=2[CH:23]([NH:25][CH2:26][CH3:27])[CH3:24])[C:8]([O:11][CH3:12])=[CH:9][CH:10]=1.[C:29](Cl)(=[O:31])[CH3:30]. (7) The reactants are: Br[C:2]1[N:3]=[C:4]([CH3:8])[S:5][C:6]=1[CH3:7].[CH3:9][O:10][C:11]1[N:16]=[C:15]([O:17][CH3:18])[C:14](B(O)O)=[CH:13][N:12]=1.C(=O)(O)[O-].[Na+]. Given the product [CH3:8][C:4]1[S:5][C:6]([CH3:7])=[C:2]([C:14]2[C:15]([O:17][CH3:18])=[N:16][C:11]([O:10][CH3:9])=[N:12][CH:13]=2)[N:3]=1, predict the reactants needed to synthesize it.